This data is from NCI-60 drug combinations with 297,098 pairs across 59 cell lines. The task is: Regression. Given two drug SMILES strings and cell line genomic features, predict the synergy score measuring deviation from expected non-interaction effect. Drug 1: CCC1=C2CN3C(=CC4=C(C3=O)COC(=O)C4(CC)O)C2=NC5=C1C=C(C=C5)O. Drug 2: CCC1(CC2CC(C3=C(CCN(C2)C1)C4=CC=CC=C4N3)(C5=C(C=C6C(=C5)C78CCN9C7C(C=CC9)(C(C(C8N6C)(C(=O)OC)O)OC(=O)C)CC)OC)C(=O)OC)O.OS(=O)(=O)O. Cell line: SW-620. Synergy scores: CSS=8.86, Synergy_ZIP=-0.897, Synergy_Bliss=0.950, Synergy_Loewe=-7.17, Synergy_HSA=-0.756.